From a dataset of Reaction yield outcomes from USPTO patents with 853,638 reactions. Predict the reaction yield, written as a fraction of the theoretical maximum amount of product (1.0 means a 100% yield; for example, 0.34 means a 34% yield). (1) The reactants are Br[C:2]1[C:7]2[S:8][CH:9]=[CH:10][C:6]=2[CH:5]=[CH:4][CH:3]=1.C([O:14][B:15](OC(C)C)[O:16]C(C)C)(C)C.C([Li])CCC. The catalyst is C1COCC1. The product is [S:8]1[CH:9]=[CH:10][C:6]2[CH:5]=[CH:4][CH:3]=[C:2]([B:15]([OH:16])[OH:14])[C:7]1=2. The yield is 0.750. (2) The reactants are [Cl-].[Al+3].[Cl-].[Cl-].[Cl:5][C:6]1[CH:7]=[CH:8][C:9]2[S:13][C:12](=[O:14])[N:11]([CH3:15])[C:10]=2[CH:16]=1.[Br:17][CH2:18][C:19](Br)=[O:20]. The catalyst is CN(C=O)C. The product is [Br:17][CH2:18][C:19]([C:7]1[C:6]([Cl:5])=[CH:16][C:10]2[N:11]([CH3:15])[C:12](=[O:14])[S:13][C:9]=2[CH:8]=1)=[O:20]. The yield is 0.580. (3) The reactants are [CH2:1]([O:3][CH:4]([O:29][CH2:30][CH3:31])[CH2:5][N:6]1[CH:10]=[C:9]([C:11]2[S:19][C:18]3[C:13](=[N:14][CH:15]=[CH:16][C:17]=3[O:20][C:21]3[CH:27]=[CH:26][C:24]([NH2:25])=[CH:23][C:22]=3[F:28])[CH:12]=2)[N:8]=[CH:7]1)[CH3:2].[N:32]1[CH:37]=[CH:36][CH:35]=C[CH:33]=1.ClC(OC1C=CC=CC=1)=[O:40].C1(N)CC1. The catalyst is CN(C=O)C. The product is [CH:37]1([NH:32][C:33]([NH:25][C:24]2[CH:26]=[CH:27][C:21]([O:20][C:17]3[CH:16]=[CH:15][N:14]=[C:13]4[CH:12]=[C:11]([C:9]5[N:8]=[CH:7][N:6]([CH2:5][CH:4]([O:3][CH2:1][CH3:2])[O:29][CH2:30][CH3:31])[CH:10]=5)[S:19][C:18]=34)=[C:22]([F:28])[CH:23]=2)=[O:40])[CH2:35][CH2:36]1. The yield is 0.870. (4) The reactants are [NH2:1][C:2]1[C:11]([N+:12]([O-])=O)=[CH:10][CH:9]=[C:8]([O:15][CH3:16])[C:3]=1[C:4]([O:6][CH3:7])=[O:5].[CH3:17][C:18](=O)[C:19](=O)[CH3:20]. The catalyst is C(OCC)(=O)C.[Pd]. The product is [CH3:17][C:18]1[C:19]([CH3:20])=[N:1][C:2]2[C:3]([C:4]([O:6][CH3:7])=[O:5])=[C:8]([O:15][CH3:16])[CH:9]=[CH:10][C:11]=2[N:12]=1. The yield is 0.740. (5) The reactants are [O:1]=[C:2]1[O:6][CH2:5][C@H:4]([NH:7][C:8](=[O:17])[O:9][CH2:10][C:11]2[CH:16]=[CH:15][CH:14]=[CH:13][CH:12]=2)[CH2:3]1.[NH:18]1[CH2:23][CH2:22][O:21][CH2:20][CH2:19]1. The yield is 0.860. The product is [OH:6][CH2:5][C@H:4]([NH:7][C:8](=[O:17])[O:9][CH2:10][C:11]1[CH:16]=[CH:15][CH:14]=[CH:13][CH:12]=1)[CH2:3][C:2]([N:18]1[CH2:23][CH2:22][O:21][CH2:20][CH2:19]1)=[O:1]. The catalyst is O1CCOCC1. (6) The reactants are C1(P(C2C=CC=CC=2)C2C=CC=CC=2)C=CC=CC=1.[C:20]([Cl:24])(Cl)(Cl)Cl.[C:25]1([S:31]([C:34]2[CH:39]=[CH:38][CH:37]=[CH:36][C:35]=2CO)(=[O:33])=[O:32])[CH:30]=[CH:29][CH:28]=[CH:27][CH:26]=1.O1CCCC1. The catalyst is O. The product is [C:25]1([S:31]([C:34]2[CH:39]=[CH:38][CH:37]=[CH:36][C:35]=2[CH2:20][Cl:24])(=[O:33])=[O:32])[CH:26]=[CH:27][CH:28]=[CH:29][CH:30]=1. The yield is 0.850. (7) The reactants are [Br:1][C:2]1[CH:3]=[C:4]([CH:8]=[C:9]([I:11])[CH:10]=1)[C:5]([OH:7])=[O:6].O=S(Cl)Cl.[CH3:16]O. No catalyst specified. The product is [CH3:16][O:6][C:5](=[O:7])[C:4]1[CH:8]=[C:9]([I:11])[CH:10]=[C:2]([Br:1])[CH:3]=1. The yield is 0.750.